Dataset: Reaction yield outcomes from USPTO patents with 853,638 reactions. Task: Predict the reaction yield, written as a fraction of the theoretical maximum amount of product (1.0 means a 100% yield; for example, 0.34 means a 34% yield). (1) The reactants are [CH3:1][N:2]1[C:6]2[CH:7]=[CH:8][C:9]([C:11]([OH:13])=O)=[CH:10][C:5]=2[N:4]=[CH:3]1.[CH2:14]1[C@H:23]2[C@H:18]([CH2:19][CH2:20][C:21]3[CH:27]=[CH:26][CH:25]=[CH:24][C:22]=32)[NH:17][CH2:16][CH2:15]1.F[P-](F)(F)(F)(F)F.N1(OC(N(C)C)=[N+](C)C)C2N=CC=CC=2N=N1. No catalyst specified. The product is [CH2:14]1[C@H:23]2[C@H:18]([CH2:19][CH2:20][C:21]3[CH:27]=[CH:26][CH:25]=[CH:24][C:22]=32)[N:17]([C:11]([C:9]2[CH:8]=[CH:7][C:6]3[N:2]([CH3:1])[CH:3]=[N:4][C:5]=3[CH:10]=2)=[O:13])[CH2:16][CH2:15]1. The yield is 0.830. (2) The reactants are [CH3:1][O:2][C:3]1[CH:4]=[C:5]([CH2:17][C:18]([O:20][CH2:21][CH3:22])=[O:19])[CH:6]=[CH:7][C:8]=1OS(C(F)(F)F)(=O)=O.[CH3:23][C:24]1[C:25](B(O)O)=[CH:26][S:27][CH:28]=1. No catalyst specified. The product is [CH3:1][O:2][C:3]1[CH:4]=[C:5]([CH2:17][C:18]([O:20][CH2:21][CH3:22])=[O:19])[CH:6]=[CH:7][C:8]=1[C:25]1[C:24]([CH3:23])=[CH:28][S:27][CH:26]=1. The yield is 0.720.